This data is from Forward reaction prediction with 1.9M reactions from USPTO patents (1976-2016). The task is: Predict the product of the given reaction. (1) Given the reactants [N:1]1([CH2:6][CH2:7][CH2:8][O:9][C:10]2[CH:15]=[CH:14][C:13]([C:16]3([CH2:22][NH2:23])[CH2:21][CH2:20][O:19][CH2:18][CH2:17]3)=[CH:12][CH:11]=2)[CH2:5][CH2:4][CH2:3][CH2:2]1.Br[CH2:25][CH2:26][O:27][CH2:28][CH2:29]Br.C(=O)([O-])[O-].[K+].[K+], predict the reaction product. The product is: [N:1]1([CH2:6][CH2:7][CH2:8][O:9][C:10]2[CH:15]=[CH:14][C:13]([C:16]3([CH2:22][N:23]4[CH2:29][CH2:28][O:27][CH2:26][CH2:25]4)[CH2:17][CH2:18][O:19][CH2:20][CH2:21]3)=[CH:12][CH:11]=2)[CH2:5][CH2:4][CH2:3][CH2:2]1. (2) Given the reactants Br.[NH2:2][CH:3]([CH2:7][C:8]1[CH:9]=[CH:10][C:11]2[NH:12][C:13]3[C:18]([C:19]=2[CH:20]=1)=[CH:17][CH:16]=[CH:15][CH:14]=3)[C:4]([OH:6])=[O:5].C(=O)([O-])O.[Na+].O1CCOCC1.Cl[C:33]([O:35][CH2:36][CH:37]1[C:49]2[CH:48]=[CH:47][CH:46]=[CH:45][C:44]=2[C:43]2[C:38]1=[CH:39][CH:40]=[CH:41][CH:42]=2)=[O:34], predict the reaction product. The product is: [CH:10]1[C:11]2[NH:12][C:13]3[C:18](=[CH:17][CH:16]=[CH:15][CH:14]=3)[C:19]=2[CH:20]=[C:8]([CH2:7][CH:3]([NH:2][C:33]([O:35][CH2:36][CH:37]2[C:38]3[CH:39]=[CH:40][CH:41]=[CH:42][C:43]=3[C:44]3[C:49]2=[CH:48][CH:47]=[CH:46][CH:45]=3)=[O:34])[C:4]([OH:6])=[O:5])[CH:9]=1. (3) The product is: [CH2:1]1[CH2:43][O:42][C:4]2=[CH:5][C:6]3[C:11]4[C:12]5[C:37](=[O:38])[NH:36][C:35](=[O:41])[C:13]=5[C:14]5[C:15]6[C:20]([N:21]([C@@H:23]7[O:31][C@H:30]([CH2:32][OH:33])[C@@H:28]([OH:29])[C@H:26]([OH:27])[C@H:24]7[OH:25])[C:22]=5[C:10]=4[NH:9][C:7]=3[CH:8]=[C:3]2[O:2]1)=[CH:19][CH:18]=[C:17]([OH:34])[CH:16]=6. Given the reactants [CH2:1]1[CH2:43][O:42][C:4]2=[CH:5][C:6]3[C:11]4[C:12]5[C:37](=[O:38])[N:36](CO)[C:35](=[O:41])[C:13]=5[C:14]5[C:15]6[C:20]([N:21]([C@@H:23]7[O:31][C@H:30]([CH2:32][OH:33])[C@@H:28]([OH:29])[C@H:26]([OH:27])[C@H:24]7[OH:25])[C:22]=5[C:10]=4[NH:9][C:7]=3[CH:8]=[C:3]2[O:2]1)=[CH:19][CH:18]=[C:17]([OH:34])[CH:16]=6.[NH4+].[OH-], predict the reaction product. (4) Given the reactants Cl.Cl.[NH:3]1[CH2:8][CH2:7][CH:6](/[CH:9]=[C:10]2/[C:11]([NH:16][CH2:17][C:18]#[CH:19])=[N:12][C:13](=[O:15])[S:14]/2)[CH2:5][CH2:4]1.[CH:20]([C:22]1[CH:29]=[CH:28][C:25]([C:26]#[N:27])=[CH:24][C:23]=1[C:30]([F:33])([F:32])[F:31])=O.C(N(CC)CC)C.C(O[BH-](OC(=O)C)OC(=O)C)(=O)C.[Na+], predict the reaction product. The product is: [O:15]=[C:13]1[N:12]=[C:11]([NH:16][CH2:17][C:18]#[CH:19])/[C:10](=[CH:9]/[CH:6]2[CH2:7][CH2:8][N:3]([CH2:20][C:22]3[CH:29]=[CH:28][C:25]([C:26]#[N:27])=[CH:24][C:23]=3[C:30]([F:31])([F:32])[F:33])[CH2:4][CH2:5]2)/[S:14]1. (5) Given the reactants [CH2:1]([N:3]([CH2:6][C:7]1[CH:12]=[CH:11][C:10]([N:13]2[C:22]3[C:17](=[CH:18][C:19]([F:26])=[C:20](F)[C:21]=3[O:23][CH3:24])[C:16](=[O:27])[C:15]([C:28]([O:30]CC)=[O:29])=[CH:14]2)=[CH:9][CH:8]=1)[CH2:4][CH3:5])[CH3:2].FC1C=C2C(=C(OC)C=1F)N(C1C=CC(CN3CCCC3)=CC=1)C=C(C(OCC)=O)C2=O.[F:65][C:66]1[CH:71]=[CH:70][C:69]([N:72]2[CH2:77][CH2:76][NH:75][CH2:74][CH2:73]2)=[CH:68][CH:67]=1, predict the reaction product. The product is: [CH2:4]([N:3]([CH2:6][C:7]1[CH:12]=[CH:11][C:10]([N:13]2[C:22]3[C:17](=[CH:18][C:19]([F:26])=[C:20]([N:75]4[CH2:74][CH2:73][N:72]([C:69]5[CH:68]=[CH:67][C:66]([F:65])=[CH:71][CH:70]=5)[CH2:77][CH2:76]4)[C:21]=3[O:23][CH3:24])[C:16](=[O:27])[C:15]([C:28]([OH:30])=[O:29])=[CH:14]2)=[CH:9][CH:8]=1)[CH2:1][CH3:2])[CH3:5].